From a dataset of Forward reaction prediction with 1.9M reactions from USPTO patents (1976-2016). Predict the product of the given reaction. (1) The product is: [Cl:32][C:33]1[C:34]([C:39]([NH:19][CH2:18][C:15]2([C:3]3[C:2]([Cl:1])=[CH:7][C:6]([CH:8]4[CH2:10][CH:9]4[C:11]([F:14])([F:12])[F:13])=[CH:5][N:4]=3)[CH2:17][CH2:16]2)=[O:40])=[N:35][CH:36]=[CH:37][N:38]=1. Given the reactants [Cl:1][C:2]1[C:3]([C:15]2([CH2:18][NH2:19])[CH2:17][CH2:16]2)=[N:4][CH:5]=[C:6]([CH:8]2[CH2:10][CH:9]2[C:11]([F:14])([F:13])[F:12])[CH:7]=1.Cl.C(N=C=NCCCN(C)C)C.[Cl:32][C:33]1[C:34]([C:39](O)=[O:40])=[N:35][CH:36]=[CH:37][N:38]=1.ON1C2C=CC=CC=2N=N1, predict the reaction product. (2) The product is: [Br:9][C:10]1[CH:22]=[C:21]2[C:13]([C:14]3[CH2:15][CH2:16][CH2:17][C:18](=[N:2][OH:3])[C:19]=3[N:20]2[CH3:23])=[CH:12][CH:11]=1. Given the reactants Cl.[NH2:2][OH:3].C([O-])(=O)C.[Na+].[Br:9][C:10]1[CH:22]=[C:21]2[C:13]([C:14]3[CH2:15][CH2:16][CH2:17][C:18](=O)[C:19]=3[N:20]2[CH3:23])=[CH:12][CH:11]=1, predict the reaction product.